This data is from Forward reaction prediction with 1.9M reactions from USPTO patents (1976-2016). The task is: Predict the product of the given reaction. (1) Given the reactants [C:1]([O:5][C:6](=[O:37])[C:7]([S:10][C:11]1[S:12][CH:13]=[C:14]([CH2:16][CH2:17][N:18]([CH2:27][C:28]2[CH:36]=[CH:35][C:31]([C:32]([OH:34])=O)=[CH:30][CH:29]=2)[C:19]2[N:24]=[CH:23][C:22]([CH2:25][CH3:26])=[CH:21][N:20]=2)[N:15]=1)([CH3:9])[CH3:8])([CH3:4])([CH3:3])[CH3:2].Cl.[CH2:39]([NH2:41])[CH3:40].CN(C)CCCN=C=NCC.ON1C2C=CC=CC=2N=N1, predict the reaction product. The product is: [C:1]([O:5][C:6](=[O:37])[C:7]([S:10][C:11]1[S:12][CH:13]=[C:14]([CH2:16][CH2:17][N:18]([CH2:27][C:28]2[CH:29]=[CH:30][C:31]([C:32]([NH:41][CH2:39][CH3:40])=[O:34])=[CH:35][CH:36]=2)[C:19]2[N:24]=[CH:23][C:22]([CH2:25][CH3:26])=[CH:21][N:20]=2)[N:15]=1)([CH3:8])[CH3:9])([CH3:4])([CH3:3])[CH3:2]. (2) Given the reactants Cl.[NH2:2][CH2:3][C:4]1[CH:9]=[C:8]([F:10])[C:7]([NH:11][S:12]([CH3:15])(=[O:14])=[O:13])=[C:6]([C:16]#[CH:17])[CH:5]=1.[Cl:18][C:19]1[C:24]([CH:25]=[CH:26][C:27](O)=[O:28])=[CH:23][CH:22]=[C:21]([C:30]([F:33])([F:32])[F:31])[N:20]=1, predict the reaction product. The product is: [Cl:18][C:19]1[C:24]([CH:25]=[CH:26][C:27]([NH:2][CH2:3][C:4]2[CH:9]=[C:8]([F:10])[C:7]([NH:11][S:12]([CH3:15])(=[O:14])=[O:13])=[C:6]([C:16]#[CH:17])[CH:5]=2)=[O:28])=[CH:23][CH:22]=[C:21]([C:30]([F:31])([F:32])[F:33])[N:20]=1. (3) Given the reactants [CH3:1][C:2]1[CH:7]=[CH:6][CH:5]=[C:4]([CH3:8])[C:3]=1[C:9]#[C:10][CH:11]([OH:20])[C:12]#[C:13][C:14]1[CH:19]=[CH:18][CH:17]=[CH:16][CH:15]=1, predict the reaction product. The product is: [CH3:8][C:4]1[CH:5]=[CH:6][CH:7]=[C:2]([CH3:1])[C:3]=1[C:9]#[C:10][C:11](=[O:20])[C:12]#[C:13][C:14]1[CH:19]=[CH:18][CH:17]=[CH:16][CH:15]=1. (4) The product is: [F:1][C:2]1[CH:7]=[C:6]([C:20]2[CH:21]=[CH:22][C:17]([CH:14]([CH3:16])[CH3:15])=[CH:18][CH:19]=2)[CH:5]=[CH:4][C:3]=1[NH:9][S:10]([CH3:13])(=[O:12])=[O:11]. Given the reactants [F:1][C:2]1[CH:7]=[C:6](I)[CH:5]=[CH:4][C:3]=1[NH:9][S:10]([CH3:13])(=[O:12])=[O:11].[CH:14]([C:17]1[CH:22]=[CH:21][C:20](B(O)O)=[CH:19][CH:18]=1)([CH3:16])[CH3:15].C(=O)([O-])[O-].[Cs+].[Cs+], predict the reaction product. (5) The product is: [Cl:1][C:2]1[CH:3]=[C:4]([C:9]2([C:22]([F:23])([F:25])[F:24])[O:13][N:12]=[C:11]([C:14]3[CH:15]=[CH:16][C:17]([CH3:21])=[C:18]([NH:19][C:31](=[O:32])[C:30]4[CH:34]=[CH:35][CH:36]=[CH:37][C:29]=4[N+:26]([O-:28])=[O:27])[CH:20]=3)[CH2:10]2)[CH:5]=[C:6]([Cl:8])[CH:7]=1. Given the reactants [Cl:1][C:2]1[CH:3]=[C:4]([C:9]2([C:22]([F:25])([F:24])[F:23])[O:13][N:12]=[C:11]([C:14]3[CH:15]=[CH:16][C:17]([CH3:21])=[C:18]([CH:20]=3)[NH2:19])[CH2:10]2)[CH:5]=[C:6]([Cl:8])[CH:7]=1.[N+:26]([C:29]1[CH:37]=[CH:36][CH:35]=[CH:34][C:30]=1[C:31](O)=[O:32])([O-:28])=[O:27].Cl.C(N(CC)CCCN=C=NCC)C.C(=O)([O-])O.[Na+], predict the reaction product. (6) Given the reactants [CH3:1][O:2][CH2:3][CH2:4][CH2:5][C:6]1[CH:13]=[CH:12][C:9]([CH:10]=O)=[CH:8][CH:7]=1.C[Si](C#N)(C)C.[NH2:20][C:21]1[CH:29]=[CH:28][C:24]2[N:25]=[CH:26][NH:27][C:23]=2[CH:22]=1.C(N(CC)CC)C.[C:37](N1C=CN=C1)([N:39]1C=CN=[CH:40]1)=[O:38], predict the reaction product. The product is: [NH:25]1[C:24]2[CH:28]=[CH:29][C:21]([N:20]3[CH:10]([C:9]4[CH:12]=[CH:13][C:6]([CH2:5][CH2:4][CH2:3][O:2][CH3:1])=[CH:7][CH:8]=4)[CH2:40][NH:39][C:37]3=[O:38])=[CH:22][C:23]=2[N:27]=[CH:26]1. (7) Given the reactants [F:1][C:2]1[CH:3]=[C:4]([C:8]2[C:9]([C:20]([O:22]C)=[O:21])=[CH:10][C:11]([CH:18]=[CH2:19])=[C:12]3[C:17]=2[N:16]=[CH:15][CH:14]=[CH:13]3)[CH:5]=[CH:6][CH:7]=1.[OH-].[Na+].O.Cl, predict the reaction product. The product is: [F:1][C:2]1[CH:3]=[C:4]([C:8]2[C:9]([C:20]([OH:22])=[O:21])=[CH:10][C:11]([CH:18]=[CH2:19])=[C:12]3[C:17]=2[N:16]=[CH:15][CH:14]=[CH:13]3)[CH:5]=[CH:6][CH:7]=1.